The task is: Predict which catalyst facilitates the given reaction.. This data is from Catalyst prediction with 721,799 reactions and 888 catalyst types from USPTO. (1) Reactant: FC(F)(F)C([O-])=O.C([SiH](C(C)C)C(C)C)(C)C.[NH:18](C(OC(C)(C)C)=O)[C@H:19]([C:41]([CH2:43][CH2:44][CH2:45][N:46]=[N+:47]=[N-:48])=[O:42])[CH2:20][S:21]C(C1C=CC=CC=1)(C1C=CC=CC=1)C1C=CC=CC=1. Product: [NH2:18][C@H:19]([C:41]([CH2:43][CH2:44][CH2:45][N:46]=[N+:47]=[N-:48])=[O:42])[CH2:20][SH:21]. The catalyst class is: 6. (2) Reactant: [CH3:1][O:2][CH2:3][O:4][C:5]1[CH:13]=[CH:12][C:8]2[O:9][CH2:10][O:11][C:7]=2[CH:6]=1.[O:14]1CCC[CH2:15]1.[Li]CCCC.CN(CCN(C)C)C. Product: [CH3:1][O:2][CH2:3][O:4][C:5]1[CH:13]=[CH:12][C:8]2[O:9][CH2:10][O:11][C:7]=2[C:6]=1[CH:15]=[O:14]. The catalyst class is: 9. (3) Reactant: [C:1]([N:8]1[CH2:13][CH2:12][NH:11][CH2:10][CH2:9]1)([O:3][C:4]([CH3:7])([CH3:6])[CH3:5])=[O:2].CCN(C(C)C)C(C)C.[Cl:23][CH2:24][C:25](O[C:25](=[O:26])[CH2:24][Cl:23])=[O:26].Cl. Product: [C:1]([N:8]1[CH2:9][CH2:10][N:11]([C:25](=[O:26])[CH2:24][Cl:23])[CH2:12][CH2:13]1)([O:3][C:4]([CH3:7])([CH3:6])[CH3:5])=[O:2]. The catalyst class is: 34. (4) Reactant: [CH3:1][C:2]1[N:3]=[C:4]([NH:7][C:8]2[CH:13]=[C:12]([O:14][C:15]3[CH:23]=[CH:22][CH:21]=[CH:20][C:16]=3[C:17]([OH:19])=O)[CH:11]=[CH:10][N:9]=2)[S:5][CH:6]=1.C(N(CC)CC)C.C([Cl:36])(=O)OCC.[NH2:37][CH2:38][CH2:39][C:40]1[N:44]=[CH:43][NH:42][CH:41]=1. Product: [ClH:36].[ClH:36].[NH:42]1[CH:41]=[C:40]([CH2:39][CH2:38][NH:37][C:17](=[O:19])[C:16]2[CH:20]=[CH:21][CH:22]=[CH:23][C:15]=2[O:14][C:12]2[CH:11]=[CH:10][N:9]=[C:8]([NH:7][C:4]3[S:5][CH:6]=[C:2]([CH3:1])[N:3]=3)[CH:13]=2)[N:44]=[CH:43]1. The catalyst class is: 1.